From a dataset of Forward reaction prediction with 1.9M reactions from USPTO patents (1976-2016). Predict the product of the given reaction. (1) The product is: [NH2:21][C:22]1[S:23][C:24]([C:30]2[CH:35]=[CH:34][CH:33]=[C:32]([F:36])[CH:31]=2)=[C:25]([C:27]([N:2]2[C@H:3]([CH2:7][NH:8][C:9]([C:11]3[C:20]4[O:19][CH2:18][CH2:17][O:16][C:15]=4[CH:14]=[CH:13][CH:12]=3)=[O:10])[CH2:4][C@H:5]3[C@@H:1]2[CH2:6]3)=[O:28])[N:26]=1. Given the reactants [C@H:1]12[CH2:6][C@H:5]1[CH2:4][C@@H:3]([CH2:7][NH:8][C:9]([C:11]1[C:20]3[O:19][CH2:18][CH2:17][O:16][C:15]=3[CH:14]=[CH:13][CH:12]=1)=[O:10])[NH:2]2.[NH2:21][C:22]1[S:23][C:24]([C:30]2[CH:35]=[CH:34][CH:33]=[C:32]([F:36])[CH:31]=2)=[C:25]([C:27](O)=[O:28])[N:26]=1, predict the reaction product. (2) Given the reactants [CH3:1][O:2][C:3](=[O:18])[CH2:4][CH2:5][CH2:6][O:7][C:8]1[CH:13]=[CH:12][C:11]([CH:14]=[O:15])=[CH:10][C:9]=1[O:16][CH3:17].[N+:19]([O-])([OH:21])=[O:20].O, predict the reaction product. The product is: [CH3:1][O:2][C:3](=[O:18])[CH2:4][CH2:5][CH2:6][O:7][C:8]1[CH:13]=[C:12]([N+:19]([O-:21])=[O:20])[C:11]([CH:14]=[O:15])=[CH:10][C:9]=1[O:16][CH3:17]. (3) Given the reactants [Cl:1][C:2]1[CH:9]=[CH:8][C:5]([C:6]#[N:7])=[CH:4][CH:3]=1.[NH2:10][OH:11], predict the reaction product. The product is: [Cl:1][C:2]1[CH:9]=[CH:8][C:5]([C:6](=[N:10][OH:11])[NH2:7])=[CH:4][CH:3]=1. (4) Given the reactants N1C=CC=CC=1.[S:7]([O:14]S(C(F)(F)F)(=O)=O)([C:10]([F:13])([F:12])[F:11])(=[O:9])=[O:8].O[C@H:23]([CH2:34][C:35]1[CH:40]=[CH:39][CH:38]=[C:37]([CH3:41])[CH:36]=1)[C:24]([O:26][CH2:27][C:28]1[CH:33]=[CH:32][CH:31]=[CH:30][CH:29]=1)=[O:25], predict the reaction product. The product is: [F:11][C:10]([F:13])([F:12])[S:7]([O:14][C@H:23]([CH2:34][C:35]1[CH:40]=[CH:39][CH:38]=[C:37]([CH3:41])[CH:36]=1)[C:24]([O:26][CH2:27][C:28]1[CH:33]=[CH:32][CH:31]=[CH:30][CH:29]=1)=[O:25])(=[O:9])=[O:8]. (5) Given the reactants [CH3:1][C:2]1[C:3]([C:21]#[N:22])=[C:4]2[NH:17][C:16]([CH:18]([CH3:20])[CH3:19])=[N:15][N:5]2[C:6](=O)[C:7]=1[C:8]1[CH:13]=[CH:12][CH:11]=[CH:10][CH:9]=1.P(Cl)(Cl)([Cl:25])=O, predict the reaction product. The product is: [Cl:25][C:6]1[N:5]2[N:15]=[C:16]([CH:18]([CH3:20])[CH3:19])[N:17]=[C:4]2[C:3]([C:21]#[N:22])=[C:2]([CH3:1])[C:7]=1[C:8]1[CH:13]=[CH:12][CH:11]=[CH:10][CH:9]=1. (6) The product is: [NH2:7][C:6]1[NH:8][C:2]([C:19]2[CH:18]=[CH:17][C:26]3[C:21](=[CH:22][CH:23]=[CH:24][CH:25]=3)[CH:20]=2)=[CH:3][C:5]=1[C:9]([NH2:11])=[O:10]. Given the reactants [O-][CH2:2][CH3:3].[Na+].[CH2:5]([C:9]([NH2:11])=[O:10])[C:6]([NH2:8])=[NH:7].Cl.BrCC([C:17]1[C:26]2[C:21](=[CH:22][CH:23]=[CH:24][CH:25]=2)[CH:20]=[CH:19][CH:18]=1)=O, predict the reaction product.